This data is from Reaction yield outcomes from USPTO patents with 853,638 reactions. The task is: Predict the reaction yield, written as a fraction of the theoretical maximum amount of product (1.0 means a 100% yield; for example, 0.34 means a 34% yield). (1) The reactants are Br[C:2]1[CH:3]=[C:4]2[C:9](=[CH:10][CH:11]=1)[N:8]=[CH:7][C:6]([C:12]([CH:14]1[CH2:16][CH2:15]1)=[O:13])=[C:5]2[NH:17][C:18]1[CH:23]=[CH:22][CH:21]=[C:20]([CH2:24][CH2:25][N:26]2[CH2:30][CH2:29][CH2:28][CH2:27]2)[CH:19]=1.[Cl:31][C:32]1[CH:37]=[C:36](B2OC(C)(C)C(C)(C)O2)[CH:35]=[C:34]([Cl:47])[C:33]=1[OH:48]. No catalyst specified. The product is [CH:14]1([C:12]([C:6]2[CH:7]=[N:8][C:9]3[C:4]([C:5]=2[NH:17][C:18]2[CH:23]=[CH:22][CH:21]=[C:20]([CH2:24][CH2:25][N:26]4[CH2:27][CH2:28][CH2:29][CH2:30]4)[CH:19]=2)=[CH:3][C:2]([C:36]2[CH:35]=[C:34]([Cl:47])[C:33]([OH:48])=[C:32]([Cl:31])[CH:37]=2)=[CH:11][CH:10]=3)=[O:13])[CH2:16][CH2:15]1. The yield is 0.150. (2) The catalyst is S(=O)(=O)(O)O. The reactants are [CH:1]1([CH2:6][CH:7]([C:11]2[CH:16]=[CH:15][C:14]([I:17])=[CH:13][CH:12]=2)[C:8]([OH:10])=[O:9])[CH2:5][CH2:4][CH2:3][CH2:2]1.[CH3:18]O. The product is [CH3:18][O:9][C:8](=[O:10])[CH:7]([C:11]1[CH:16]=[CH:15][C:14]([I:17])=[CH:13][CH:12]=1)[CH2:6][CH:1]1[CH2:5][CH2:4][CH2:3][CH2:2]1. The yield is 0.969. (3) The reactants are C([N:8]1[CH:12]=[C:11]([C:13]2S[C:15]([C:19](O)=O)=[C:16](C)[N:17]=2)N=N1)C1C=CC=CC=1.[CH3:22][C:23]1[N:24]=[C:25]([C:31]2[N:32]=[N:33][N:34]([CH2:36][C:37]3[CH:42]=[CH:41][C:40]([C:43]([F:46])([F:45])[F:44])=[CH:39][CH:38]=3)[CH:35]=2)[S:26][C:27]=1[C:28](O)=[O:29].N1C=CC=C(CN)C=1. No catalyst specified. The product is [CH3:22][C:23]1[N:24]=[C:25]([C:31]2[N:32]=[N:33][N:34]([CH2:36][C:37]3[CH:38]=[CH:39][C:40]([C:43]([F:44])([F:46])[F:45])=[CH:41][CH:42]=3)[CH:35]=2)[S:26][C:27]=1[C:28]([NH:8][CH2:12][C:11]1[CH:13]=[N:17][CH:16]=[CH:15][CH:19]=1)=[O:29]. The yield is 0.650. (4) The reactants are Br[C:2]1[CH:3]=[C:4]2[CH:10]=[N:9][NH:8][C:5]2=[CH:6][N:7]=1.C([O-])([O-])=O.[Na+].[Na+].CC1(C)C(C)(C)OB([C:25]2[CH:26]=[N:27][NH:28][CH:29]=2)O1. The catalyst is COCCOC.CCO. The product is [NH:27]1[CH:26]=[C:25]([C:2]2[CH:3]=[C:4]3[CH:10]=[N:9][NH:8][C:5]3=[CH:6][N:7]=2)[CH:29]=[N:28]1. The yield is 0.430. (5) The reactants are [N:1]1([CH2:10][C:11]([C:13]2[CH:14]=[C:15]([C:19]3[CH:23]=[C:22]([CH2:24][CH:25]([CH3:27])[CH3:26])[S:21][C:20]=3[S:28]([NH:31]C(C)(C)C)(=[O:30])=[O:29])[CH:16]=[CH:17][CH:18]=2)=[O:12])[C:5]2[CH:6]=[CH:7][CH:8]=[CH:9][C:4]=2[N:3]=[CH:2]1.B(Cl)(Cl)Cl.C([O-])([O-])=O.[Na+].[Na+].Cl[C:47]([O:49][CH2:50][CH2:51][CH2:52][CH3:53])=[O:48]. The catalyst is C(Cl)Cl.O. The product is [CH2:50]([O:49][C:47]([NH:31][S:28]([C:20]1[S:21][C:22]([CH2:24][CH:25]([CH3:27])[CH3:26])=[CH:23][C:19]=1[C:15]1[CH:16]=[CH:17][CH:18]=[C:13]([C:11](=[O:12])[CH2:10][N:1]2[C:5]3[CH:6]=[CH:7][CH:8]=[CH:9][C:4]=3[N:3]=[CH:2]2)[CH:14]=1)(=[O:29])=[O:30])=[O:48])[CH2:51][CH2:52][CH3:53]. The yield is 0.900. (6) The reactants are [CH3:1][C:2]1[CH:7]=[C:6]([CH3:8])[N:5]=[C:4]([CH2:9][OH:10])[CH:3]=1. The catalyst is C(Cl)(Cl)Cl.[O-2].[O-2].[Mn+4]. The product is [CH3:1][C:2]1[CH:7]=[C:6]([CH3:8])[N:5]=[C:4]([CH:9]=[O:10])[CH:3]=1. The yield is 0.510. (7) The reactants are Cl[C:2]1[C:7]([C:8]([F:11])([F:10])[F:9])=[CH:6][CH:5]=[CH:4][N:3]=1.[NH:12]1[CH2:17][CH2:16][NH:15][CH2:14][CH2:13]1. The catalyst is C(O)CCC. The product is [F:9][C:8]([F:11])([F:10])[C:7]1[C:2]([N:12]2[CH2:17][CH2:16][NH:15][CH2:14][CH2:13]2)=[N:3][CH:4]=[CH:5][CH:6]=1. The yield is 0.400.